From a dataset of CYP1A2 inhibition data for predicting drug metabolism from PubChem BioAssay. Regression/Classification. Given a drug SMILES string, predict its absorption, distribution, metabolism, or excretion properties. Task type varies by dataset: regression for continuous measurements (e.g., permeability, clearance, half-life) or binary classification for categorical outcomes (e.g., BBB penetration, CYP inhibition). Dataset: cyp1a2_veith. (1) The compound is CCOC(=O)CCN1C(=O)[C@H]2CC[C@H]3/C(=N\NC(=O)OCc4ccc(OC)cc4)C[C@@H](O)[C@@H](O)[C@@H]3[C@@H]2C1=O. The result is 0 (non-inhibitor). (2) The drug is C[C@H](CCC(=O)O)[C@H]1CC[C@@H]2[C@H]3CC[C@H]4C[C@H](O)CC[C@@]4(C)[C@@H]3CC[C@@]21C. The result is 0 (non-inhibitor). (3) The drug is CN=C(NC#N)NCCSC[C@H]1N=CN=C1C. The result is 0 (non-inhibitor).